This data is from Full USPTO retrosynthesis dataset with 1.9M reactions from patents (1976-2016). The task is: Predict the reactants needed to synthesize the given product. The reactants are: C[O:2][C:3](=[O:39])[C:4]1[CH:9]=[CH:8][CH:7]=[CH:6][C:5]=1[O:10][C:11]1[CH:16]=[CH:15][CH:14]=[C:13]([O:17][CH2:18][CH2:19][CH2:20][O:21][C:22]2[CH:27]=[C:26]([OH:28])[C:25]([C:29]3[N:30]=[CH:31][O:32][CH:33]=3)=[CH:24][C:23]=2[CH2:34][CH3:35])[C:12]=1[CH2:36][CH2:37][CH3:38].[OH-].[Li+]. Given the product [CH2:34]([C:23]1[CH:24]=[C:25]([C:29]2[N:30]=[CH:31][O:32][CH:33]=2)[C:26]([OH:28])=[CH:27][C:22]=1[O:21][CH2:20][CH2:19][CH2:18][O:17][C:13]1[C:12]([CH2:36][CH2:37][CH3:38])=[C:11]([CH:16]=[CH:15][CH:14]=1)[O:10][C:5]1[CH:6]=[CH:7][CH:8]=[CH:9][C:4]=1[C:3]([OH:39])=[O:2])[CH3:35], predict the reactants needed to synthesize it.